From a dataset of NCI-60 drug combinations with 297,098 pairs across 59 cell lines. Regression. Given two drug SMILES strings and cell line genomic features, predict the synergy score measuring deviation from expected non-interaction effect. (1) Drug 1: CNC(=O)C1=NC=CC(=C1)OC2=CC=C(C=C2)NC(=O)NC3=CC(=C(C=C3)Cl)C(F)(F)F. Drug 2: C1C(C(OC1N2C=NC(=NC2=O)N)CO)O. Cell line: SK-MEL-2. Synergy scores: CSS=27.1, Synergy_ZIP=5.16, Synergy_Bliss=5.61, Synergy_Loewe=9.39, Synergy_HSA=12.9. (2) Drug 1: CS(=O)(=O)CCNCC1=CC=C(O1)C2=CC3=C(C=C2)N=CN=C3NC4=CC(=C(C=C4)OCC5=CC(=CC=C5)F)Cl. Drug 2: CN(C(=O)NC(C=O)C(C(C(CO)O)O)O)N=O. Cell line: SN12C. Synergy scores: CSS=1.55, Synergy_ZIP=-0.0876, Synergy_Bliss=1.78, Synergy_Loewe=-5.76, Synergy_HSA=-1.28. (3) Drug 1: CCC(=C(C1=CC=CC=C1)C2=CC=C(C=C2)OCCN(C)C)C3=CC=CC=C3.C(C(=O)O)C(CC(=O)O)(C(=O)O)O. Drug 2: CC(C)(C#N)C1=CC(=CC(=C1)CN2C=NC=N2)C(C)(C)C#N. Cell line: SNB-19. Synergy scores: CSS=4.05, Synergy_ZIP=-1.91, Synergy_Bliss=0.269, Synergy_Loewe=0.568, Synergy_HSA=0.570. (4) Drug 2: C(CN)CNCCSP(=O)(O)O. Synergy scores: CSS=-0.0620, Synergy_ZIP=-1.91, Synergy_Bliss=-4.52, Synergy_Loewe=-9.21, Synergy_HSA=-5.72. Cell line: A549. Drug 1: CS(=O)(=O)C1=CC(=C(C=C1)C(=O)NC2=CC(=C(C=C2)Cl)C3=CC=CC=N3)Cl. (5) Synergy scores: CSS=9.37, Synergy_ZIP=-1.87, Synergy_Bliss=-8.52, Synergy_Loewe=-11.0, Synergy_HSA=-5.39. Cell line: COLO 205. Drug 1: CCC(=C(C1=CC=CC=C1)C2=CC=C(C=C2)OCCN(C)C)C3=CC=CC=C3.C(C(=O)O)C(CC(=O)O)(C(=O)O)O. Drug 2: C1CN(P(=O)(OC1)NCCCl)CCCl. (6) Drug 1: CC1=C2C(C(=O)C3(C(CC4C(C3C(C(C2(C)C)(CC1OC(=O)C(C(C5=CC=CC=C5)NC(=O)OC(C)(C)C)O)O)OC(=O)C6=CC=CC=C6)(CO4)OC(=O)C)OC)C)OC. Drug 2: C(CC(=O)O)C(=O)CN.Cl. Cell line: TK-10. Synergy scores: CSS=44.7, Synergy_ZIP=5.16, Synergy_Bliss=4.04, Synergy_Loewe=-14.0, Synergy_HSA=4.35. (7) Drug 1: CN(C)N=NC1=C(NC=N1)C(=O)N. Drug 2: C1CN1P(=S)(N2CC2)N3CC3. Cell line: UACC-257. Synergy scores: CSS=-3.10, Synergy_ZIP=1.72, Synergy_Bliss=-4.16, Synergy_Loewe=-13.7, Synergy_HSA=-9.84. (8) Drug 1: C(CN)CNCCSP(=O)(O)O. Drug 2: CC1C(C(CC(O1)OC2CC(CC3=C2C(=C4C(=C3O)C(=O)C5=C(C4=O)C(=CC=C5)OC)O)(C(=O)CO)O)N)O.Cl. Cell line: SK-MEL-5. Synergy scores: CSS=51.4, Synergy_ZIP=0.686, Synergy_Bliss=3.63, Synergy_Loewe=-51.0, Synergy_HSA=3.13. (9) Drug 1: CC(C)NC(=O)C1=CC=C(C=C1)CNNC.Cl. Drug 2: CC12CCC3C(C1CCC2OP(=O)(O)O)CCC4=C3C=CC(=C4)OC(=O)N(CCCl)CCCl.[Na+]. Cell line: SK-MEL-5. Synergy scores: CSS=-1.05, Synergy_ZIP=2.39, Synergy_Bliss=5.58, Synergy_Loewe=-4.73, Synergy_HSA=-2.12. (10) Drug 1: CCC1(CC2CC(C3=C(CCN(C2)C1)C4=CC=CC=C4N3)(C5=C(C=C6C(=C5)C78CCN9C7C(C=CC9)(C(C(C8N6C)(C(=O)OC)O)OC(=O)C)CC)OC)C(=O)OC)O.OS(=O)(=O)O. Drug 2: COC1=NC(=NC2=C1N=CN2C3C(C(C(O3)CO)O)O)N. Cell line: SNB-75. Synergy scores: CSS=-5.25, Synergy_ZIP=1.97, Synergy_Bliss=-0.312, Synergy_Loewe=-3.98, Synergy_HSA=-3.82.